From a dataset of NCI-60 drug combinations with 297,098 pairs across 59 cell lines. Regression. Given two drug SMILES strings and cell line genomic features, predict the synergy score measuring deviation from expected non-interaction effect. (1) Drug 1: CCCS(=O)(=O)NC1=C(C(=C(C=C1)F)C(=O)C2=CNC3=C2C=C(C=N3)C4=CC=C(C=C4)Cl)F. Drug 2: CN(C(=O)NC(C=O)C(C(C(CO)O)O)O)N=O. Cell line: HCT-15. Synergy scores: CSS=-9.51, Synergy_ZIP=0.664, Synergy_Bliss=-10.7, Synergy_Loewe=-13.2, Synergy_HSA=-13.2. (2) Drug 2: CC(C)CN1C=NC2=C1C3=CC=CC=C3N=C2N. Drug 1: CCC1(CC2CC(C3=C(CCN(C2)C1)C4=CC=CC=C4N3)(C5=C(C=C6C(=C5)C78CCN9C7C(C=CC9)(C(C(C8N6C=O)(C(=O)OC)O)OC(=O)C)CC)OC)C(=O)OC)O.OS(=O)(=O)O. Synergy scores: CSS=0.972, Synergy_ZIP=-5.99, Synergy_Bliss=-8.52, Synergy_Loewe=-14.3, Synergy_HSA=-8.54. Cell line: UACC62. (3) Drug 1: C1=CC(=C2C(=C1NCCNCCO)C(=O)C3=C(C=CC(=C3C2=O)O)O)NCCNCCO. Drug 2: COC1=CC(=CC(=C1O)OC)C2C3C(COC3=O)C(C4=CC5=C(C=C24)OCO5)OC6C(C(C7C(O6)COC(O7)C8=CC=CS8)O)O. Cell line: HCT-15. Synergy scores: CSS=74.6, Synergy_ZIP=-4.48, Synergy_Bliss=-5.25, Synergy_Loewe=-5.36, Synergy_HSA=-0.446. (4) Drug 1: C1CC(C1)(C(=O)O)C(=O)O.[NH2-].[NH2-].[Pt+2]. Drug 2: C1CN1C2=NC(=NC(=N2)N3CC3)N4CC4. Cell line: SNB-75. Synergy scores: CSS=14.3, Synergy_ZIP=-2.78, Synergy_Bliss=1.23, Synergy_Loewe=-10.6, Synergy_HSA=1.62. (5) Drug 1: C#CCC(CC1=CN=C2C(=N1)C(=NC(=N2)N)N)C3=CC=C(C=C3)C(=O)NC(CCC(=O)O)C(=O)O. Drug 2: C1CNP(=O)(OC1)N(CCCl)CCCl. Cell line: NCI-H522. Synergy scores: CSS=-5.51, Synergy_ZIP=1.70, Synergy_Bliss=-1.01, Synergy_Loewe=-6.21, Synergy_HSA=-6.55. (6) Drug 1: C1CC(=O)NC(=O)C1N2C(=O)C3=CC=CC=C3C2=O. Cell line: PC-3. Drug 2: CC1CCCC2(C(O2)CC(NC(=O)CC(C(C(=O)C(C1O)C)(C)C)O)C(=CC3=CSC(=N3)C)C)C. Synergy scores: CSS=50.6, Synergy_ZIP=2.96, Synergy_Bliss=1.07, Synergy_Loewe=-21.8, Synergy_HSA=1.82. (7) Drug 2: CCC(=C(C1=CC=CC=C1)C2=CC=C(C=C2)OCCN(C)C)C3=CC=CC=C3.C(C(=O)O)C(CC(=O)O)(C(=O)O)O. Synergy scores: CSS=3.79, Synergy_ZIP=-0.747, Synergy_Bliss=-0.450, Synergy_Loewe=-3.21, Synergy_HSA=-2.34. Drug 1: CS(=O)(=O)C1=CC(=C(C=C1)C(=O)NC2=CC(=C(C=C2)Cl)C3=CC=CC=N3)Cl. Cell line: HCT116.